From a dataset of Reaction yield outcomes from USPTO patents with 853,638 reactions. Predict the reaction yield, written as a fraction of the theoretical maximum amount of product (1.0 means a 100% yield; for example, 0.34 means a 34% yield). (1) The reactants are [I:1][C:2]1[CH:3]=[C:4]2[C:9](=[CH:10][CH:11]=1)[O:8][C@@H:7]([C:12]([OH:14])=O)[CH2:6][CH2:5]2.Cl.Cl.[NH2:17][CH2:18][C@@H:19]([C:21]1[CH:22]=[N:23][C:24]([N:27]2[C:31]([CH3:32])=[CH:30][CH:29]=[C:28]2[CH3:33])=[CH:25][CH:26]=1)[OH:20].Cl.CN(C)CCCN=C=NCC.O.ON1C2C=CC=CC=2N=N1.C(N(CC)CC)C. The catalyst is C(Cl)Cl.O. The product is [CH3:33][C:28]1[N:27]([C:24]2[N:23]=[CH:22][C:21]([C@@H:19]([OH:20])[CH2:18][NH:17][C:12]([C@H:7]3[CH2:6][CH2:5][C:4]4[C:9](=[CH:10][CH:11]=[C:2]([I:1])[CH:3]=4)[O:8]3)=[O:14])=[CH:26][CH:25]=2)[C:31]([CH3:32])=[CH:30][CH:29]=1. The yield is 0.560. (2) The reactants are [H-].[Al+3].[Li+].[H-].[H-].[H-].[Cl:7][C:8]1[CH:13]=[C:12]([Cl:14])[CH:11]=[CH:10][C:9]=1[N:15]1[C:19]2=[N:20][C:21]3[CH:26]=[CH:25][CH:24]=[C:23]([N:27]([CH2:30][CH3:31])[CH2:28][CH3:29])[C:22]=3[N:18]2[CH2:17][CH:16]1[CH2:32][C:33](OC)=[O:34].O.O.O.O.O.O.O.O.O.O.S([O-])([O-])(=O)=O.[Na+].[Na+]. The catalyst is O1CCCC1. The product is [Cl:7][C:8]1[CH:13]=[C:12]([Cl:14])[CH:11]=[CH:10][C:9]=1[N:15]1[C:19]2=[N:20][C:21]3[CH:26]=[CH:25][CH:24]=[C:23]([N:27]([CH2:30][CH3:31])[CH2:28][CH3:29])[C:22]=3[N:18]2[CH2:17][CH:16]1[CH2:32][CH2:33][OH:34]. The yield is 0.770. (3) The reactants are [Cl:1][C:2]1[CH:3]=[CH:4][C:5]2[C:14]3[C:9](=[CH:10][C:11](B4OC(C)(C)C(C)(C)O4)=[CH:12][CH:13]=3)[O:8][CH2:7][C:6]=2[CH:24]=1.Br[C:26]1[N:27]=[C:28]([C@@H:31]2[CH2:35][CH2:34][CH2:33][N:32]2[C:36]([O:38][C:39]([CH3:42])([CH3:41])[CH3:40])=[O:37])[NH:29][CH:30]=1.C(=O)([O-])[O-].[K+].[K+]. The catalyst is COCCOC.CN(C)C=O.[Pd].C1(P(C2C=CC=CC=2)C2C=CC=CC=2)C=CC=CC=1.C1(P(C2C=CC=CC=2)C2C=CC=CC=2)C=CC=CC=1.C1(P(C2C=CC=CC=2)C2C=CC=CC=2)C=CC=CC=1.C1(P(C2C=CC=CC=2)C2C=CC=CC=2)C=CC=CC=1.C1C=CC(P(C2C=CC=CC=2)[C-]2C=CC=C2)=CC=1.C1C=CC(P(C2C=CC=CC=2)[C-]2C=CC=C2)=CC=1.Cl[Pd]Cl.[Fe+2]. The product is [Cl:1][C:2]1[CH:3]=[CH:4][C:5]2[C:14]3[C:9](=[CH:10][C:11]([C:30]4[NH:29][C:28]([C@@H:31]5[CH2:35][CH2:34][CH2:33][N:32]5[C:36]([O:38][C:39]([CH3:42])([CH3:41])[CH3:40])=[O:37])=[N:27][CH:26]=4)=[CH:12][CH:13]=3)[O:8][CH2:7][C:6]=2[CH:24]=1. The yield is 0.500. (4) The yield is 0.460. The catalyst is CCCCO. The product is [NH:19]([C:11]1[N:12]=[C:13]2[C:14]([NH:15][CH:16]=[N:17]2)=[C:9]([O:8][CH2:7][CH:4]2[CH2:5][CH2:6][CH2:1][CH2:2][CH2:3]2)[N:10]=1)[C:20]1[CH:25]=[CH:24][CH:23]=[CH:22][CH:21]=1. The reactants are [CH2:1]1[CH2:6][CH2:5][CH:4]([CH2:7][O:8][C:9]2[C:14]3[NH:15][CH:16]=[N:17][C:13]=3[N:12]=[C:11](F)[N:10]=2)[CH2:3][CH2:2]1.[NH2:19][C:20]1[CH:25]=[CH:24][CH:23]=[CH:22][CH:21]=1.